Dataset: Reaction yield outcomes from USPTO patents with 853,638 reactions. Task: Predict the reaction yield, written as a fraction of the theoretical maximum amount of product (1.0 means a 100% yield; for example, 0.34 means a 34% yield). (1) The reactants are [N+:1]([C:4]1[CH:5]=[C:6]2[C:11](=[CH:12][CH:13]=1)[N:10]=[CH:9][N:8]=[C:7]2[NH:14][C:15]1[C:20]([F:21])=[CH:19][C:18]([Cl:22])=[C:17]([Cl:23])[CH:16]=1)([O-])=O.C(O)C.C(O)(C)C.O.NN. The catalyst is O.[Ni]. The product is [NH2:1][C:4]1[CH:5]=[C:6]2[C:11](=[CH:12][CH:13]=1)[N:10]=[CH:9][N:8]=[C:7]2[NH:14][C:15]1[C:20]([F:21])=[CH:19][C:18]([Cl:22])=[C:17]([Cl:23])[CH:16]=1. The yield is 0.830. (2) The reactants are O=[C:2]([CH:8]1[C:12](=O)[CH2:11][O:10][CH2:9]1)[C:3]([O:5][CH2:6][CH3:7])=[O:4].Cl.[Br:15][C:16]1[CH:17]=[C:18]([NH:22][NH2:23])[CH:19]=[CH:20][CH:21]=1. No catalyst specified. The product is [Br:15][C:16]1[CH:17]=[C:18]([N:22]2[CH:12]3[CH2:11][O:10][CH2:9][CH:8]3[C:2]([C:3]([O:5][CH2:6][CH3:7])=[O:4])=[N:23]2)[CH:19]=[CH:20][CH:21]=1. The yield is 0.110. (3) The reactants are [C:1](#[N:3])[CH3:2].C(O[C:7]([C:9]1[N:10]([S:18]([C:21]2[CH:26]=[CH:25][CH:24]=[CH:23][CH:22]=2)(=[O:20])=[O:19])[C:11]2[C:16]([CH:17]=1)=[CH:15][CH:14]=[CH:13][CH:12]=2)=[O:8])C.C[Si]([N-][Si](C)(C)C)(C)C.[Li+].[Cl-].[NH4+]. The catalyst is O.O1CCCC1. The product is [C:21]1([S:18]([N:10]2[C:11]3[C:16](=[CH:15][CH:14]=[CH:13][CH:12]=3)[CH:17]=[C:9]2[C:7](=[O:8])[CH2:2][C:1]#[N:3])(=[O:19])=[O:20])[CH:26]=[CH:25][CH:24]=[CH:23][CH:22]=1. The yield is 0.700. (4) The reactants are C(Cl)(Cl)=O.C1(C)C=CC=CC=1.[NH2:12][C@H:13]1[CH2:17][CH2:16][N:15]([C:18]([O:20][C:21]([CH3:24])([CH3:23])[CH3:22])=[O:19])[CH2:14]1.C(N(CC)CC)C.FC(F)(F)[C:34]([OH:36])=O.FC(F)(F)C(O)=O.[Cl:46][C:47]1[CH:48]=[N:49][C:50]2[NH:51][C:52]3[CH:53]=[N:54][CH:55]=[C:56]([CH:69]=3)[CH2:57][CH2:58][C:59]3[CH:67]=[C:63]([NH:64][C:65]=1[N:66]=2)[CH:62]=[CH:61][C:60]=3[NH2:68]. The catalyst is C1COCC1. The product is [Cl:46][C:47]1[CH:48]=[N:49][C:50]2[NH:51][C:52]3[CH:53]=[N:54][CH:55]=[C:56]([CH:69]=3)[CH2:57][CH2:58][C:59]3[CH:67]=[C:63]([NH:64][C:65]=1[N:66]=2)[CH:62]=[CH:61][C:60]=3[NH:68][C:34]([NH:12][C@H:13]1[CH2:17][CH2:16][N:15]([C:18]([O:20][C:21]([CH3:24])([CH3:23])[CH3:22])=[O:19])[CH2:14]1)=[O:36]. The yield is 0.500. (5) The reactants are Cl[C:2]1[C:11]2[C:6](=[CH:7][CH:8]=[C:9]([S:12][C:13]3[N:17]4[CH:18]=[C:19]([C:22]5[CH:23]=[N:24][N:25]([CH3:27])[CH:26]=5)[CH:20]=[CH:21][C:16]4=[N:15][N:14]=3)[CH:10]=2)[N:5]=[CH:4][CH:3]=1.[CH3:28][NH:29][CH2:30][CH2:31][OH:32]. No catalyst specified. The product is [CH3:28][N:29]([C:2]1[C:11]2[C:6](=[CH:7][CH:8]=[C:9]([S:12][C:13]3[N:17]4[CH:18]=[C:19]([C:22]5[CH:23]=[N:24][N:25]([CH3:27])[CH:26]=5)[CH:20]=[CH:21][C:16]4=[N:15][N:14]=3)[CH:10]=2)[N:5]=[CH:4][CH:3]=1)[CH2:30][CH2:31][OH:32]. The yield is 0.580. (6) The reactants are [Cl:1][C:2]1[CH:3]=[CH:4][C:5]([F:16])=[C:6]([C:8]2[O:12][N:11]=[C:10]([CH:13](O)[CH3:14])[N:9]=2)[CH:7]=1.P(Br)(Br)[Br:18].O.C([O-])(O)=O.[Na+]. The catalyst is C1C=CC=CC=1. The product is [Br:18][CH:13]([C:10]1[N:9]=[C:8]([C:6]2[CH:7]=[C:2]([Cl:1])[CH:3]=[CH:4][C:5]=2[F:16])[O:12][N:11]=1)[CH3:14]. The yield is 0.320.